Dataset: Reaction yield outcomes from USPTO patents with 853,638 reactions. Task: Predict the reaction yield, written as a fraction of the theoretical maximum amount of product (1.0 means a 100% yield; for example, 0.34 means a 34% yield). (1) The reactants are COC[O:4][C:5]1[CH:10]=[C:9]([O:11]COC)[CH:8]=[CH:7][C:6]=1[CH:15]1[CH2:20][CH2:19][CH2:18][CH:17]([C:21]([NH2:23])=[O:22])[CH2:16]1. The product is [OH:4][C:5]1[CH:10]=[C:9]([OH:11])[CH:8]=[CH:7][C:6]=1[CH:15]1[CH2:20][CH2:19][CH2:18][CH:17]([C:21]([NH2:23])=[O:22])[CH2:16]1. The catalyst is CO. The yield is 0.310. (2) The reactants are [F:1][C:2]1[CH:3]=[C:4]([C@H:8]2[CH2:12][CH2:11][CH2:10][N:9]2[C:13]2[CH:18]=[CH:17][N:16]3[N:19]=[CH:20][C:21]([NH2:22])=[C:15]3[N:14]=2)[CH:5]=[CH:6][CH:7]=1.C1N=CN([C:28]([N:30]2[CH:34]=N[CH:32]=[CH:31]2)=[O:29])C=1.N1CC[O:38][CH2:37]C1. The catalyst is C(Cl)Cl. The product is [F:1][C:2]1[CH:3]=[C:4]([C@H:8]2[CH2:12][CH2:11][CH2:10][N:9]2[C:13]2[CH:18]=[CH:17][N:16]3[N:19]=[CH:20][C:21]([NH:22][C:28]([N:30]4[CH2:31][CH2:32][O:38][CH2:37][CH2:34]4)=[O:29])=[C:15]3[N:14]=2)[CH:5]=[CH:6][CH:7]=1. The yield is 1.00. (3) The reactants are [CH3:1][C:2]1[C:16](=[O:17])[N:15]=[C:14]2[N:4]([C@@H:5]3[O:9][C@H:8]([CH2:10][OH:11])[C@@H:7]([OH:12])[C@@H:6]3[O:13]2)[CH:3]=1.[CH3:18][O:19][CH2:20][CH2:21][O:22]B([O:22][CH2:21][CH2:20][O:19][CH3:18])[O:22][CH2:21][CH2:20][O:19][CH3:18]. The catalyst is COCCO. The product is [CH3:18][O:19][CH2:20][CH2:21][O:22][C@@H:6]1[C@H:7]([OH:12])[C@@H:8]([CH2:10][OH:11])[O:9][C@H:5]1[N:4]1[CH:3]=[C:2]([CH3:1])[C:16](=[O:17])[NH:15][C:14]1=[O:13]. The yield is 0.630. (4) The reactants are [O:1]=[C:2]1[CH2:7][CH2:6][CH2:5][N:4]([C:8]([O:10][C:11]([CH3:14])([CH3:13])[CH3:12])=[O:9])[CH2:3]1.C[Si]([N-][Si](C)(C)C)(C)C.[Li+].[F:25][C:26]([F:45])([F:44])[S:27](N(C1C=CC=CC=1)[S:27]([C:26]([F:45])([F:44])[F:25])(=[O:29])=[O:28])(=[O:29])=[O:28]. The catalyst is C1COCC1. The product is [F:25][C:26]([F:45])([F:44])[S:27]([O:1][C:2]1[CH2:7][CH2:6][CH2:5][N:4]([C:8]([O:10][C:11]([CH3:14])([CH3:13])[CH3:12])=[O:9])[CH:3]=1)(=[O:29])=[O:28]. The yield is 0.980. (5) The reactants are [F:1][C:2]([F:23])([F:22])[C:3]([C:12]1[CH:17]=[CH:16][C:15]([OH:18])=[C:14]([CH2:19][CH2:20][CH3:21])[CH:13]=1)([O:8][CH2:9][O:10][CH3:11])[C:4]([F:7])([F:6])[F:5].C(=O)([O-])[O-].[K+].[K+].F[C:31]1[CH:32]=[CH:33][C:34]([N+:39]([O-:41])=[O:40])=[C:35]([CH:38]=1)[CH:36]=[O:37].O. The catalyst is CN(C)C=O. The product is [F:1][C:2]([F:22])([F:23])[C:3]([C:12]1[CH:17]=[CH:16][C:15]([O:18][C:31]2[CH:32]=[CH:33][C:34]([N+:39]([O-:41])=[O:40])=[C:35]([CH:38]=2)[CH:36]=[O:37])=[C:14]([CH2:19][CH2:20][CH3:21])[CH:13]=1)([O:8][CH2:9][O:10][CH3:11])[C:4]([F:6])([F:5])[F:7]. The yield is 0.890. (6) The reactants are [CH3:1][O:2][C:3]1[CH:27]=[C:26]([O:28][CH3:29])[CH:25]=[CH:24][C:4]=1[CH2:5][N:6]([C:19]1[S:20][CH:21]=[CH:22][N:23]=1)[S:7]([C:10]1[CH:15]=[C:14]([F:16])[C:13](F)=[CH:12][C:11]=1[F:18])(=[O:9])=[O:8].[CH3:30][N:31]1[C:35]([C@H:36]2[CH2:40][CH2:39][CH2:38][C@@H:37]2[OH:41])=[CH:34][CH:33]=[N:32]1.[H-].[Na+]. The catalyst is CN(C=O)C. The product is [CH3:1][O:2][C:3]1[CH:27]=[C:26]([O:28][CH3:29])[CH:25]=[CH:24][C:4]=1[CH2:5][N:6]([C:19]1[S:20][CH:21]=[CH:22][N:23]=1)[S:7]([C:10]1[CH:15]=[C:14]([F:16])[C:13]([O:41][C@H:37]2[CH2:38][CH2:39][CH2:40][C@@H:36]2[C:35]2[N:31]([CH3:30])[N:32]=[CH:33][CH:34]=2)=[CH:12][C:11]=1[F:18])(=[O:9])=[O:8]. The yield is 0.730. (7) The reactants are [OH-].[Na+].C([O:5][C:6]([C:8]1[CH:12]=[C:11]([CH3:13])[O:10][C:9]=1[C:14]1[CH:19]=[CH:18][CH:17]=[C:16]([O:20][CH3:21])[CH:15]=1)=[O:7])C. The catalyst is CCO.O. The product is [CH3:21][O:20][C:16]1[CH:15]=[C:14]([C:9]2[O:10][C:11]([CH3:13])=[CH:12][C:8]=2[C:6]([OH:7])=[O:5])[CH:19]=[CH:18][CH:17]=1. The yield is 1.00. (8) The reactants are Cl.[F:2][C:3]1[CH:11]=[C:10]2[C:6]([C:7]([C:21]3[CH:22]=[N:23][N:24]([CH:26]4[CH2:31][CH2:30][NH:29][CH2:28][CH2:27]4)[CH:25]=3)=[CH:8][N:9]2[S:12]([C:15]2[CH:20]=[CH:19][CH:18]=[CH:17][CH:16]=2)(=[O:14])=[O:13])=[CH:5][CH:4]=1.[C:32]([O:35][CH2:36][C:37](Cl)=[O:38])(=[O:34])[CH3:33]. No catalyst specified. The product is [C:32]([O:35][CH2:36][C:37]([N:29]1[CH2:30][CH2:31][CH:26]([N:24]2[CH:25]=[C:21]([C:7]3[C:6]4[C:10](=[CH:11][C:3]([F:2])=[CH:4][CH:5]=4)[N:9]([S:12]([C:15]4[CH:16]=[CH:17][CH:18]=[CH:19][CH:20]=4)(=[O:13])=[O:14])[CH:8]=3)[CH:22]=[N:23]2)[CH2:27][CH2:28]1)=[O:38])(=[O:34])[CH3:33]. The yield is 1.00. (9) The reactants are Cl.[CH2:2]([O:4][C:5](=[O:9])[CH2:6][CH2:7][NH2:8])[CH3:3].[C:10]([O:14][C:15]([NH:17][CH2:18][C:19](O)=[O:20])=[O:16])([CH3:13])([CH3:12])[CH3:11].C1CCC(N=C=NC2CCCCC2)CC1.CN1CCOCC1. The catalyst is ClCCl. The product is [C:10]([O:14][C:15]([NH:17][CH2:18][C:19]([NH:8][CH2:7][CH2:6][C:5]([O:4][CH2:2][CH3:3])=[O:9])=[O:20])=[O:16])([CH3:13])([CH3:12])[CH3:11]. The yield is 0.620. (10) The reactants are [C:1]([C:5]1[CH:11]=[CH:10][C:8]([NH2:9])=[C:7]([N+:12]([O-:14])=[O:13])[CH:6]=1)([CH3:4])([CH3:3])[CH3:2].[BrH:15].[NH+]1C=CC=CC=1.O.S([O-])([O-])=O.[Na+].[Na+]. The catalyst is C(O)(=O)C. The product is [Br:15][C:10]1[CH:11]=[C:5]([C:1]([CH3:4])([CH3:2])[CH3:3])[CH:6]=[C:7]([N+:12]([O-:14])=[O:13])[C:8]=1[NH2:9]. The yield is 0.940.